This data is from Full USPTO retrosynthesis dataset with 1.9M reactions from patents (1976-2016). The task is: Predict the reactants needed to synthesize the given product. (1) Given the product [CH3:1][C:2]1[CH:7]=[C:6]([C:8]2[CH:13]=[CH:12][C:11]([CH2:14][NH:15][C:26](=[O:27])[C:25]3[CH:29]=[CH:30][C:22]([C:17]4[CH:18]=[CH:19][CH:20]=[CH:21][N:16]=4)=[CH:23][CH:24]=3)=[CH:10][CH:9]=2)[CH:5]=[CH:4][N:3]=1, predict the reactants needed to synthesize it. The reactants are: [CH3:1][C:2]1[CH:7]=[C:6]([C:8]2[CH:13]=[CH:12][C:11]([CH2:14][NH2:15])=[CH:10][CH:9]=2)[CH:5]=[CH:4][N:3]=1.[N:16]1[CH:21]=[CH:20][CH:19]=[CH:18][C:17]=1[C:22]1[CH:30]=[CH:29][C:25]([C:26](O)=[O:27])=[CH:24][CH:23]=1.CN(C(ON1N=NC2C=CC=NC1=2)=[N+](C)C)C.F[P-](F)(F)(F)(F)F.C(N(CC)C(C)C)(C)C. (2) Given the product [Br:17][C:18]1[CH:23]=[C:22]([C:2]2[N:7]=[C:6]([C:8]3[CH:13]=[CH:12][C:11]([Cl:14])=[C:10]([CH3:15])[CH:9]=3)[CH:5]=[C:4]([CH3:16])[N:3]=2)[CH:21]=[CH:20][CH:19]=1, predict the reactants needed to synthesize it. The reactants are: Cl[C:2]1[N:7]=[C:6]([C:8]2[CH:13]=[CH:12][C:11]([Cl:14])=[C:10]([CH3:15])[CH:9]=2)[CH:5]=[C:4]([CH3:16])[N:3]=1.[Br:17][C:18]1[CH:19]=[C:20](B(O)O)[CH:21]=[CH:22][CH:23]=1. (3) Given the product [Cl:30][C:29]1[C:24]([N:21]2[C:17]3=[N:18][CH:19]=[N:20][C:15]([O:3][C@@H:4]([CH2:9][O:10][CH:11]([CH3:13])[CH3:12])[C:5]([O:7][CH3:8])=[O:6])=[C:16]3[CH:23]=[N:22]2)=[N:25][CH:26]=[CH:27][CH:28]=1, predict the reactants needed to synthesize it. The reactants are: [H-].[Na+].[OH:3][C@@H:4]([CH2:9][O:10][CH:11]([CH3:13])[CH3:12])[C:5]([O:7][CH3:8])=[O:6].Cl[C:15]1[N:20]=[CH:19][N:18]=[C:17]2[N:21]([C:24]3[C:29]([Cl:30])=[CH:28][CH:27]=[CH:26][N:25]=3)[N:22]=[CH:23][C:16]=12.Cl. (4) Given the product [CH3:23][C:24]1[CH:29]=[C:28]([C:2]2[CH:3]=[CH:4][C:5]3[N:11]4[CH2:12][C@@H:8]([CH2:9][CH2:10]4)[N:7]([C:13]([NH:15][C:16]4[CH:21]=[N:20][CH:19]=[CH:18][N:17]=4)=[O:14])[C:6]=3[N:22]=2)[CH:27]=[CH:26][N:25]=1, predict the reactants needed to synthesize it. The reactants are: Cl[C:2]1[CH:3]=[CH:4][C:5]2[N:11]3[CH2:12][C@@H:8]([CH2:9][CH2:10]3)[N:7]([C:13]([NH:15][C:16]3[CH:21]=[N:20][CH:19]=[CH:18][N:17]=3)=[O:14])[C:6]=2[N:22]=1.[CH3:23][C:24]1[CH:29]=[C:28](B(O)O)[CH:27]=[CH:26][N:25]=1.[O-]P([O-])([O-])=O.[K+].[K+].[K+].CC(C1C=C(C(C)C)C(C2C=CC=CC=2P(C2CCCCC2)C2CCCCC2)=C(C(C)C)C=1)C. (5) Given the product [CH3:1][O:2][C:3]1[N:8]=[C:7]([C:9]2[N:22]=[C:12]3[CH:13]([C:17]([OH:19])=[O:18])[CH2:14][CH2:15][CH2:16][N:11]3[N:10]=2)[CH:6]=[CH:5][C:4]=1[N:23]1[CH:27]=[C:26]([CH3:28])[N:25]=[CH:24]1, predict the reactants needed to synthesize it. The reactants are: [CH3:1][O:2][C:3]1[N:8]=[C:7]([C:9]2[N:22]=[C:12]3[CH:13]([C:17]([O:19]CC)=[O:18])[CH2:14][CH2:15][CH2:16][N:11]3[N:10]=2)[CH:6]=[CH:5][C:4]=1[N:23]1[CH:27]=[C:26]([CH3:28])[N:25]=[CH:24]1.Cl. (6) Given the product [CH:19]1([C:22]2[CH:23]=[C:24]([NH:27][C:13](=[O:15])[C:12]3[CH:16]=[CH:17][CH:18]=[C:10]([S:7]([N:1]4[CH2:2][CH2:3][CH2:4][CH2:5][CH2:6]4)(=[O:8])=[O:9])[CH:11]=3)[NH:25][N:26]=2)[CH2:21][CH2:20]1, predict the reactants needed to synthesize it. The reactants are: [N:1]1([S:7]([C:10]2[CH:11]=[C:12]([CH:16]=[CH:17][CH:18]=2)[C:13]([OH:15])=O)(=[O:9])=[O:8])[CH2:6][CH2:5][CH2:4][CH2:3][CH2:2]1.[CH:19]1([C:22]2[NH:26][N:25]=[C:24]([NH2:27])[CH:23]=2)[CH2:21][CH2:20]1. (7) Given the product [N+:11]([C:10]1[C:5]([C:3]2[N:4]=[C:20]([C:19]3[CH:23]=[CH:24][CH:25]=[C:17]([N+:14]([O-:16])=[O:15])[CH:18]=3)[O:1][N:2]=2)=[N:6][CH:7]=[CH:8][CH:9]=1)([O-:13])=[O:12], predict the reactants needed to synthesize it. The reactants are: [OH:1][NH:2][C:3]([C:5]1[C:10]([N+:11]([O-:13])=[O:12])=[CH:9][CH:8]=[CH:7][N:6]=1)=[NH:4].[N+:14]([C:17]1[CH:18]=[C:19]([CH:23]=[CH:24][CH:25]=1)[C:20](O)=O)([O-:16])=[O:15]. (8) Given the product [F:1][C:2]([F:16])([F:15])[C:3]([C:5]1[C:6]([NH2:14])=[C:7]([CH:11]=[CH:12][CH:13]=1)[C:8]([Cl:19])=[O:9])=[O:4], predict the reactants needed to synthesize it. The reactants are: [F:1][C:2]([F:16])([F:15])[C:3]([C:5]1[C:6]([NH2:14])=[C:7]([CH:11]=[CH:12][CH:13]=1)[C:8](O)=[O:9])=[O:4].O=S(Cl)[Cl:19].